Task: Predict the product of the given reaction.. Dataset: Forward reaction prediction with 1.9M reactions from USPTO patents (1976-2016) Given the reactants [CH3:1][O:2][C:3](=[O:27])/[C:4](/[C:11]1[CH:16]=[CH:15][C:14]([S:17]([CH3:20])(=[O:19])=[O:18])=[C:13]([N:21]2[C:25]([CH3:26])=[N:24][N:23]=[N:22]2)[CH:12]=1)=[CH:5]/[CH:6]1[CH2:10][CH2:9][CH2:8][CH2:7]1.[BH4-].[Na+], predict the reaction product. The product is: [CH3:1][O:2][C:3](=[O:27])[CH:4]([C:11]1[CH:16]=[CH:15][C:14]([S:17]([CH3:20])(=[O:18])=[O:19])=[C:13]([N:21]2[C:25]([CH3:26])=[N:24][N:23]=[N:22]2)[CH:12]=1)[CH2:5][CH:6]1[CH2:10][CH2:9][CH2:8][CH2:7]1.